From a dataset of Full USPTO retrosynthesis dataset with 1.9M reactions from patents (1976-2016). Predict the reactants needed to synthesize the given product. (1) Given the product [Cl:1][C:2]1[C:11]2[C:6](=[C:7]([CH3:13])[CH:8]=[C:9]([S:22][C:23]([CH3:26])([CH3:25])[CH3:24])[CH:10]=2)[N:5]=[N:4][C:3]=1[C:14]([NH2:16])=[O:15], predict the reactants needed to synthesize it. The reactants are: [Cl:1][C:2]1[C:11]2[C:6](=[C:7]([CH3:13])[CH:8]=[C:9](I)[CH:10]=2)[N:5]=[N:4][C:3]=1[C:14]([NH2:16])=[O:15].C([Sn](CCCC)(CCCC)[S:22][C:23]([CH3:26])([CH3:25])[CH3:24])CCC. (2) Given the product [CH3:14][O:13][C:11](=[O:12])[C:10](=[CH:7][C:3]1[CH:2]=[N:1][CH:6]=[CH:5][CH:4]=1)[C:9]([O:16][C:17]([CH3:19])([CH3:18])[CH3:20])=[O:15], predict the reactants needed to synthesize it. The reactants are: [N:1]1[CH:6]=[CH:5][CH:4]=[C:3]([CH:7]=O)[CH:2]=1.[C:9]([O:16][C:17]([CH3:20])([CH3:19])[CH3:18])(=[O:15])[CH2:10][C:11]([O:13][CH3:14])=[O:12].N1CCCCC1.C(O)(=O)C1C=CC=CC=1. (3) The reactants are: I[CH2:2][C@@H:3]1[CH2:8][CH2:7][CH2:6][N:5]([C:9]([O:11][C:12]([CH3:15])([CH3:14])[CH3:13])=[O:10])[CH2:4]1.[C:16]1([C:22]([N:24]2[CH2:29][CH2:28][N:27]([C:30]3[CH:35]=[CH:34][C:33]([OH:36])=[CH:32][CH:31]=3)[CH2:26][CH2:25]2)=[O:23])[CH:21]=[CH:20][CH:19]=[CH:18][CH:17]=1. Given the product [C:16]1([C:22]([N:24]2[CH2:29][CH2:28][N:27]([C:30]3[CH:31]=[CH:32][C:33]([O:36][CH2:2][C@@H:3]4[CH2:8][CH2:7][CH2:6][N:5]([C:9]([O:11][C:12]([CH3:15])([CH3:14])[CH3:13])=[O:10])[CH2:4]4)=[CH:34][CH:35]=3)[CH2:26][CH2:25]2)=[O:23])[CH:17]=[CH:18][CH:19]=[CH:20][CH:21]=1, predict the reactants needed to synthesize it. (4) Given the product [ClH:20].[O:1]([CH:8]1[CH2:12][CH2:11][NH:10][CH2:9]1)[C:2]1[CH:3]=[CH:4][CH:5]=[CH:6][CH:7]=1, predict the reactants needed to synthesize it. The reactants are: [O:1]([CH:8]1[CH2:12][CH2:11][N:10](C(OC(C)(C)C)=O)[CH2:9]1)[C:2]1[CH:7]=[CH:6][CH:5]=[CH:4][CH:3]=1.[ClH:20]. (5) Given the product [Br:44][CH2:8][C:5]1[CH:6]=[CH:7][C:2]([Cl:1])=[C:3]([C:10]2[N:15]=[C:14]([O:16][CH3:17])[N:13]=[C:12]([C:18]3[CH:23]=[CH:22][CH:21]=[CH:20][CH:19]=3)[N:11]=2)[CH:4]=1, predict the reactants needed to synthesize it. The reactants are: [Cl:1][C:2]1[CH:7]=[CH:6][C:5]([CH2:8]O)=[CH:4][C:3]=1[C:10]1[N:15]=[C:14]([O:16][CH3:17])[N:13]=[C:12]([C:18]2[CH:23]=[CH:22][CH:21]=[CH:20][CH:19]=2)[N:11]=1.C1(P(C2C=CC=CC=2)C2C=CC=CC=2)C=CC=CC=1.C(Br)(Br)(Br)[Br:44]. (6) Given the product [N:1]1[CH:2]=[N:3][N:4]2[CH:9]=[C:8]([C:10]3[N:11]=[C:12]([CH2:22][NH:24][C:25]4[CH:26]=[C:27]([CH:30]=[CH:31][C:32]=4[CH2:33][N:34]([CH3:36])[CH3:35])[C:28]#[N:29])[NH:13][C:14]=3[C:15]3[CH:20]=[CH:19][CH:18]=[C:17]([CH3:21])[N:16]=3)[CH:7]=[CH:6][C:5]=12, predict the reactants needed to synthesize it. The reactants are: [N:1]1[CH:2]=[N:3][N:4]2[CH:9]=[C:8]([C:10]3[N:11]=[C:12]([CH:22]=O)[NH:13][C:14]=3[C:15]3[CH:20]=[CH:19][CH:18]=[C:17]([CH3:21])[N:16]=3)[CH:7]=[CH:6][C:5]=12.[NH2:24][C:25]1[CH:26]=[C:27]([CH:30]=[CH:31][C:32]=1[CH2:33][N:34]([CH3:36])[CH3:35])[C:28]#[N:29].CC(O)=O.[BH4-].[Na+].Cl. (7) Given the product [Cl:34][C:35]1[C:36]2[C:37](=[N:41][N:42]([CH2:16][C:17]3[CH:33]=[CH:32][C:20]([CH2:21][N:22]4[CH:26]=[C:25]([C:27]([O:29][CH2:30][CH3:31])=[O:28])[CH:24]=[N:23]4)=[CH:19][CH:18]=3)[CH:43]=2)[N:38]=[CH:39][N:40]=1, predict the reactants needed to synthesize it. The reactants are: N(/C(OC(C)C)=O)=N\C(OC(C)C)=O.O[CH2:16][C:17]1[CH:33]=[CH:32][C:20]([CH2:21][N:22]2[CH:26]=[C:25]([C:27]([O:29][CH2:30][CH3:31])=[O:28])[CH:24]=[N:23]2)=[CH:19][CH:18]=1.[Cl:34][C:35]1[N:40]=[CH:39][N:38]=[C:37]2[NH:41][N:42]=[CH:43][C:36]=12.C1(P(C2C=CC=CC=2)C2C=CC=CC=2)C=CC=CC=1. (8) Given the product [S:1]1[CH:5]=[CH:4][CH:3]=[C:2]1[CH2:6][NH:7][C:8]([C:10]1[CH:25]=[C:13]2[CH:14]=[C:15]([C:19]3[CH:24]=[CH:23][CH:22]=[CH:21][CH:20]=3)[CH:16]=[C:17]([O:27][CH3:26])[N:12]2[N:11]=1)=[O:9], predict the reactants needed to synthesize it. The reactants are: [S:1]1[CH:5]=[CH:4][CH:3]=[C:2]1[CH2:6][NH:7][C:8]([C:10]1[CH:25]=[C:13]2[CH:14]=[C:15]([C:19]3[CH:24]=[CH:23][CH:22]=[CH:21][CH:20]=3)[CH:16]=[C:17](Br)[N:12]2[N:11]=1)=[O:9].[CH3:26][O-:27].[Na+].Cl.C(Cl)Cl. (9) Given the product [CH3:1][CH:2]([CH3:44])[CH2:3][C@@H:4]([O:36][CH2:37][C:38]1[CH:39]=[CH:40][CH:41]=[CH:42][CH:43]=1)[C@@H:5]([C:32]([OH:34])=[O:33])[NH:6][C:7]([C:9]1[C:18]([NH:19][C:20]([NH:22][C:23]2[C:24]([CH3:31])=[CH:25][C:26]([CH3:30])=[CH:27][C:28]=2[CH3:29])=[O:21])=[CH:17][C:16]2[C:11](=[CH:12][CH:13]=[CH:14][CH:15]=2)[CH:10]=1)=[O:8], predict the reactants needed to synthesize it. The reactants are: [CH3:1][CH:2]([CH3:44])[CH2:3][C@@H:4]([O:36][CH2:37][C:38]1[CH:43]=[CH:42][CH:41]=[CH:40][CH:39]=1)[C@@H:5]([C:32]([O:34]C)=[O:33])[NH:6][C:7]([C:9]1[C:18]([NH:19][C:20]([NH:22][C:23]2[C:28]([CH3:29])=[CH:27][C:26]([CH3:30])=[CH:25][C:24]=2[CH3:31])=[O:21])=[CH:17][C:16]2[C:11](=[CH:12][CH:13]=[CH:14][CH:15]=2)[CH:10]=1)=[O:8].CC1C=C(C)C=C(C)C=1NC(NC1C(C(N[C@@H](C(OC)=O)C(C)C)=O)=CC2C(C=1)=CC=CC=2)=O.Cl. (10) Given the product [OH:4][C:5]1[CH:6]=[C:7]([C:11]2[C:16]([CH:17]([CH2:22][CH2:23][CH3:24])[C:18]([OH:20])=[O:19])=[C:15]([CH3:25])[N:14]=[C:13]([C:26]3[CH:27]=[CH:28][CH:29]=[CH:30][CH:31]=3)[N:12]=2)[CH:8]=[CH:9][CH:10]=1, predict the reactants needed to synthesize it. The reactants are: COC[O:4][C:5]1[CH:6]=[C:7]([C:11]2[C:16]([CH:17]([CH2:22][CH2:23][CH3:24])[C:18]([O:20]C)=[O:19])=[C:15]([CH3:25])[N:14]=[C:13]([C:26]3[CH:31]=[CH:30][CH:29]=[CH:28][CH:27]=3)[N:12]=2)[CH:8]=[CH:9][CH:10]=1.Cl.[OH-].[Na+].